From a dataset of NCI-60 drug combinations with 297,098 pairs across 59 cell lines. Regression. Given two drug SMILES strings and cell line genomic features, predict the synergy score measuring deviation from expected non-interaction effect. (1) Drug 1: CC1OCC2C(O1)C(C(C(O2)OC3C4COC(=O)C4C(C5=CC6=C(C=C35)OCO6)C7=CC(=C(C(=C7)OC)O)OC)O)O. Cell line: HL-60(TB). Synergy scores: CSS=58.6, Synergy_ZIP=-4.42, Synergy_Bliss=-5.74, Synergy_Loewe=-2.22, Synergy_HSA=-0.330. Drug 2: CC1C(C(CC(O1)OC2CC(CC3=C2C(=C4C(=C3O)C(=O)C5=C(C4=O)C(=CC=C5)OC)O)(C(=O)CO)O)N)O.Cl. (2) Drug 1: CCN(CC)CCNC(=O)C1=C(NC(=C1C)C=C2C3=C(C=CC(=C3)F)NC2=O)C. Drug 2: C#CCC(CC1=CN=C2C(=N1)C(=NC(=N2)N)N)C3=CC=C(C=C3)C(=O)NC(CCC(=O)O)C(=O)O. Cell line: SF-539. Synergy scores: CSS=52.2, Synergy_ZIP=-7.03, Synergy_Bliss=-7.58, Synergy_Loewe=-1.34, Synergy_HSA=0.0144. (3) Drug 1: CS(=O)(=O)CCNCC1=CC=C(O1)C2=CC3=C(C=C2)N=CN=C3NC4=CC(=C(C=C4)OCC5=CC(=CC=C5)F)Cl. Drug 2: CS(=O)(=O)OCCCCOS(=O)(=O)C. Cell line: OVCAR3. Synergy scores: CSS=20.1, Synergy_ZIP=-3.45, Synergy_Bliss=3.87, Synergy_Loewe=-3.43, Synergy_HSA=3.12. (4) Drug 1: C1CCC(C1)C(CC#N)N2C=C(C=N2)C3=C4C=CNC4=NC=N3. Drug 2: CN(C)C1=NC(=NC(=N1)N(C)C)N(C)C. Cell line: SNB-75. Synergy scores: CSS=-7.45, Synergy_ZIP=2.42, Synergy_Bliss=-2.18, Synergy_Loewe=-6.49, Synergy_HSA=-6.23. (5) Drug 1: C1CNP(=O)(OC1)N(CCCl)CCCl. Drug 2: CC1CC(C(C(C=C(C(C(C=CC=C(C(=O)NC2=CC(=O)C(=C(C1)C2=O)OC)C)OC)OC(=O)N)C)C)O)OC. Cell line: NCI-H460. Synergy scores: CSS=42.4, Synergy_ZIP=1.94, Synergy_Bliss=0.0672, Synergy_Loewe=-40.0, Synergy_HSA=0.816. (6) Drug 1: C1CC(C1)(C(=O)O)C(=O)O.[NH2-].[NH2-].[Pt+2]. Drug 2: C1CN(CCN1C(=O)CCBr)C(=O)CCBr. Cell line: SK-MEL-5. Synergy scores: CSS=35.4, Synergy_ZIP=-9.16, Synergy_Bliss=-2.27, Synergy_Loewe=-1.41, Synergy_HSA=1.34. (7) Drug 2: CC(C)NC(=O)C1=CC=C(C=C1)CNNC.Cl. Cell line: HCT116. Synergy scores: CSS=7.78, Synergy_ZIP=-1.97, Synergy_Bliss=-2.88, Synergy_Loewe=-6.25, Synergy_HSA=-4.49. Drug 1: CNC(=O)C1=CC=CC=C1SC2=CC3=C(C=C2)C(=NN3)C=CC4=CC=CC=N4.